Dataset: Full USPTO retrosynthesis dataset with 1.9M reactions from patents (1976-2016). Task: Predict the reactants needed to synthesize the given product. (1) Given the product [ClH:1].[ClH:1].[NH:17]1[C:18]2[CH:24]=[CH:23][CH:22]=[CH:21][C:19]=2[N:20]=[C:16]1[CH2:15][N:12]1[CH:5]=[C:4]([CH2:3][CH2:2][C:6]2[N:7]=[C:8]([NH2:11])[NH:9][CH:10]=2)[N:14]=[N:13]1, predict the reactants needed to synthesize it. The reactants are: [ClH:1].[CH2:2]([C:6]1[N:7]=[C:8]([NH2:11])[NH:9][CH:10]=1)[CH2:3][C:4]#[CH:5].[N:12]([CH2:15][C:16]1[NH:20][C:19]2[CH:21]=[CH:22][CH:23]=[CH:24][C:18]=2[N:17]=1)=[N+:13]=[N-:14]. (2) Given the product [F:3][CH2:4][CH2:5][CH2:6][O:7][C:9]1[CH:19]=[CH:18][C:12]([C:13]([OH:15])=[O:14])=[CH:11][N:10]=1, predict the reactants needed to synthesize it. The reactants are: [H-].[Na+].[F:3][CH2:4][CH2:5][CH2:6][OH:7].Cl[C:9]1[CH:19]=[CH:18][C:12]([C:13]([O:15]CC)=[O:14])=[CH:11][N:10]=1.[OH-].[Na+]. (3) The reactants are: [F:1][C:2]1[CH:3]=[C:4]([CH:8]=[CH:9][C:10]=1[O:11][C:12]([F:15])([F:14])[F:13])[C:5]([OH:7])=O.C(N1C=CN=C1)(N1C=CN=C1)=O.Cl.[CH3:29][NH:30][O:31][CH3:32]. Given the product [F:1][C:2]1[CH:3]=[C:4]([CH:8]=[CH:9][C:10]=1[O:11][C:12]([F:15])([F:14])[F:13])[C:5]([N:30]([O:31][CH3:32])[CH3:29])=[O:7], predict the reactants needed to synthesize it. (4) Given the product [NH2:4][C:3]1[CH:5]=[C:6]([N+:10]([O-:12])=[O:11])[C:7]([F:9])=[CH:8][C:2]=1[S:19][CH2:20][CH2:21][OH:22], predict the reactants needed to synthesize it. The reactants are: F[C:2]1[CH:8]=[C:7]([F:9])[C:6]([N+:10]([O-:12])=[O:11])=[CH:5][C:3]=1[NH2:4].C(=O)([O-])[O-].[K+].[K+].[SH:19][CH2:20][CH2:21][OH:22]. (5) Given the product [OH:17][C:14]1[CH:15]=[CH:16][C:11]([C:8]2[O:9][C:10]3[C:2]([O:24][CH3:22])=[CH:3][C:4]([OH:18])=[CH:5][C:6]=3[N:7]=2)=[CH:12][CH:13]=1, predict the reactants needed to synthesize it. The reactants are: Br[C:2]1[C:10]2[O:9][C:8]([C:11]3[CH:16]=[CH:15][C:14]([OH:17])=[CH:13][CH:12]=3)=[N:7][C:6]=2[CH:5]=[C:4]([OH:18])[CH:3]=1.C[O-].[Na+].[C:22](OCC)(=[O:24])C. (6) Given the product [CH3:21][C:10]([N:9]([CH2:8][C:7](=[O:22])[CH:6]([CH3:5])[CH3:23])[C:1](=[O:3])[CH3:2])([C:12]1[CH:17]=[CH:16][CH:15]=[C:14]([N+:18]([O-:20])=[O:19])[CH:13]=1)[CH3:11], predict the reactants needed to synthesize it. The reactants are: [C:1](Cl)(=[O:3])[CH3:2].[CH3:5][CH:6]([CH3:23])[C:7](=[O:22])[CH2:8][NH:9][C:10]([CH3:21])([C:12]1[CH:17]=[CH:16][CH:15]=[C:14]([N+:18]([O-:20])=[O:19])[CH:13]=1)[CH3:11].C(N(CC)CC)C. (7) The reactants are: Cl[C:2]1[C:3]2[CH2:16][CH2:15][N:14]([C:17]3[CH:18]=[N:19][CH:20]=[CH:21][CH:22]=3)[C:4]=2[N:5]=[C:6]([N:8]2[CH2:13][CH2:12][O:11][CH2:10][CH2:9]2)[N:7]=1.COC1C=CC=C(OC)C=1C1C=CC=CC=1P(C1CCCCC1)C1CCCCC1.[CH3:52][O:53][C:54]([C:56]1[CH:57]=[C:58](B(O)O)[CH:59]=[CH:60][CH:61]=1)=[O:55]. Given the product [CH3:52][O:53][C:54](=[O:55])[C:56]1[CH:57]=[CH:58][CH:59]=[C:60]([C:2]2[C:3]3[CH2:16][CH2:15][N:14]([C:17]4[CH:18]=[N:19][CH:20]=[CH:21][CH:22]=4)[C:4]=3[N:5]=[C:6]([N:8]3[CH2:13][CH2:12][O:11][CH2:10][CH2:9]3)[N:7]=2)[CH:61]=1, predict the reactants needed to synthesize it. (8) The reactants are: [C:1]12([C:10](OC)=[O:11])[CH2:5][C:3]([C:6](OC)=[O:7])([CH2:4]1)[CH2:2]2.[H-].[H-].[H-].[H-].[Li+].[Al+3]. Given the product [C:1]12([CH2:10][OH:11])[CH2:5][C:3]([CH2:6][OH:7])([CH2:4]1)[CH2:2]2, predict the reactants needed to synthesize it.